Dataset: Full USPTO retrosynthesis dataset with 1.9M reactions from patents (1976-2016). Task: Predict the reactants needed to synthesize the given product. (1) The reactants are: [Cl:1][C:2]1[CH:7]=[CH:6][C:5]([C:8]2[CH:9]=[CH:10][C:11]([CH3:25])=[C:12]([C:14]3[C:15](=[O:24])[CH:16]([CH2:21][C:22]#[CH:23])[CH2:17][C:18]=3[O:19]C)[CH:13]=2)=[CH:4][CH:3]=1. Given the product [Cl:1][C:2]1[CH:3]=[CH:4][C:5]([C:8]2[CH:9]=[CH:10][C:11]([CH3:25])=[C:12]([CH:14]3[C:15](=[O:24])[CH:16]([CH2:21][C:22]#[CH:23])[CH2:17][C:18]3=[O:19])[CH:13]=2)=[CH:6][CH:7]=1, predict the reactants needed to synthesize it. (2) Given the product [CH3:42][C:41]([CH3:44])([CH3:43])[C:40]([O:46][CH2:47][O:14][C:13](=[O:15])[C:12]1[CH:16]=[CH:17][CH:18]=[C:10]([CH2:9][CH:8]([NH:7][C:5](=[O:6])[CH2:4][CH2:3][C:1]#[N:2])[B:21]2[O:29][CH:28]3[C:23]([CH3:33])([CH:24]4[CH2:30][CH:26]([CH2:27]3)[C:25]4([CH3:32])[CH3:31])[O:22]2)[C:11]=1[O:19][CH3:20])=[O:45], predict the reactants needed to synthesize it. The reactants are: [C:1]([CH2:3][CH2:4][C:5]([NH:7][CH:8]([B:21]1[O:29][CH:28]2[C:23]([CH3:33])([CH:24]3[CH2:30][CH:26]([CH2:27]2)[C:25]3([CH3:32])[CH3:31])[O:22]1)[CH2:9][C:10]1[C:11]([O:19][CH3:20])=[C:12]([CH:16]=[CH:17][CH:18]=1)[C:13]([OH:15])=[O:14])=[O:6])#[N:2].C(=O)([O-])[O-].[Na+].[Na+].[C:40]([O:46][CH2:47]Cl)(=[O:45])[C:41]([CH3:44])([CH3:43])[CH3:42].[I-].[Na+].